This data is from Full USPTO retrosynthesis dataset with 1.9M reactions from patents (1976-2016). The task is: Predict the reactants needed to synthesize the given product. Given the product [C:1]([O:5][C:6]([N:8]1[CH2:12][CH:11]([F:13])[C:10]([CH3:14])([CH3:15])[CH:9]1[CH:16]=[CH:37][C:38]([O:40][CH2:41][CH3:42])=[O:39])=[O:7])([CH3:2])([CH3:3])[CH3:4], predict the reactants needed to synthesize it. The reactants are: [C:1]([O:5][C:6]([N:8]1[CH2:12][CH:11]([F:13])[C:10]([CH3:15])([CH3:14])[CH:9]1[CH:16]=O)=[O:7])([CH3:4])([CH3:3])[CH3:2].C1(P(=[CH:37][C:38]([O:40][CH2:41][CH3:42])=[O:39])(C2C=CC=CC=2)C2C=CC=CC=2)C=CC=CC=1.